Dataset: Forward reaction prediction with 1.9M reactions from USPTO patents (1976-2016). Task: Predict the product of the given reaction. (1) Given the reactants [CH3:1][O:2][C:3]1[CH:4]=[C:5]2[C:9](=[CH:10][CH:11]=1)[NH:8][CH:7]=[CH:6]2.[H-].[Na+].Cl[C:15]1[C:16]2[CH:24]=[C:23]([CH3:25])[O:22][C:17]=2[N:18]=[C:19]([CH3:21])[N:20]=1.Cl, predict the reaction product. The product is: [CH3:1][O:2][C:3]1[CH:4]=[C:5]2[C:9](=[CH:10][CH:11]=1)[N:8]([C:15]1[C:16]3[CH:24]=[C:23]([CH3:25])[O:22][C:17]=3[N:18]=[C:19]([CH3:21])[N:20]=1)[CH:7]=[CH:6]2. (2) Given the reactants Br[C:2]1[CH:3]=[CH:4][C:5]2[C:11]3[N:12]=[C:13]([N:15]4[C:19]([CH3:21])([CH3:20])[C:18](=[O:22])[N:17]([CH3:23])[C:16]4=[O:24])[S:14][C:10]=3[CH2:9][CH2:8][O:7][C:6]=2[CH:25]=1.[CH3:26][C:27]([OH:44])([CH3:43])[CH2:28][N:29]1[CH:33]=[C:32](B2OC(C)(C)C(C)(C)O2)[CH:31]=[N:30]1, predict the reaction product. The product is: [OH:44][C:27]([CH3:43])([CH3:26])[CH2:28][N:29]1[CH:33]=[C:32]([C:2]2[CH:3]=[CH:4][C:5]3[C:11]4[N:12]=[C:13]([N:15]5[C:19]([CH3:20])([CH3:21])[C:18](=[O:22])[N:17]([CH3:23])[C:16]5=[O:24])[S:14][C:10]=4[CH2:9][CH2:8][O:7][C:6]=3[CH:25]=2)[CH:31]=[N:30]1. (3) Given the reactants [NH2:1][C:2]1[CH:10]=[C:9]([Br:11])[CH:8]=[CH:7][C:3]=1[C:4]([OH:6])=O.[CH3:12][NH:13][C:14]([CH:16]1[CH2:20][CH2:19][O:18][CH2:17]1)=O.O=S(Cl)Cl.C([O-])([O-])=O.[Na+].[Na+], predict the reaction product. The product is: [Br:11][C:9]1[CH:10]=[C:2]2[C:3]([C:4](=[O:6])[N:13]([CH3:12])[C:14]([CH:16]3[CH2:20][CH2:19][O:18][CH2:17]3)=[N:1]2)=[CH:7][CH:8]=1. (4) The product is: [CH2:9]([N:16]1[CH:17]2[CH2:23][CH2:22][CH:21]1[CH2:20][C:19]([C:1]1[CH:6]=[CH:5][CH:4]=[CH:3][CH:2]=1)([OH:24])[CH2:18]2)[C:10]1[CH:11]=[CH:12][CH:13]=[CH:14][CH:15]=1. Given the reactants [C:1]1([Mg]Br)[CH:6]=[CH:5][CH:4]=[CH:3][CH:2]=1.[CH2:9]([N:16]1[CH:21]2[CH2:22][CH2:23][CH:17]1[CH2:18][C:19](=[O:24])[CH2:20]2)[C:10]1[CH:15]=[CH:14][CH:13]=[CH:12][CH:11]=1.[Cl-].[NH4+], predict the reaction product.